Predict the reaction yield, written as a fraction of the theoretical maximum amount of product (1.0 means a 100% yield; for example, 0.34 means a 34% yield). From a dataset of Reaction yield outcomes from USPTO patents with 853,638 reactions. (1) The reactants are [Br:1][C:2]1[CH:7]=[CH:6][CH:5]=[C:4](/[CH:8]=[CH:9]/[N:10]=[C:11]=[O:12])[CH:3]=1.C(N(CCCC)CCCC)CCC.O(C1C=CC=CC=1)C1C=CC=CC=1. The catalyst is C1(C)C=CC=CC=1. The product is [Br:1][C:2]1[CH:3]=[C:4]2[C:5](=[CH:6][CH:7]=1)[C:11](=[O:12])[NH:10][CH:9]=[CH:8]2. The yield is 0.300. (2) The reactants are [CH2:1]([C:5]1[N:6]=[CH:7][NH:8][C:9](=[O:26])[C:10]=1[CH2:11][C:12]1[CH:17]=[CH:16][C:15]([C:18]2[C:19]([C:24]#[N:25])=[CH:20][CH:21]=[CH:22][CH:23]=2)=[CH:14][CH:13]=1)[CH2:2][CH2:3][CH3:4].[H-].[Na+].CN(C)C=O.Br[CH2:35][C:36]1[CH:41]=[CH:40][C:39]([F:42])=[CH:38][CH:37]=1. The catalyst is C(OCC)(=O)C. The product is [CH2:1]([C:5]1[N:6]=[CH:7][N:8]([CH2:35][C:36]2[CH:41]=[CH:40][C:39]([F:42])=[CH:38][CH:37]=2)[C:9](=[O:26])[C:10]=1[CH2:11][C:12]1[CH:17]=[CH:16][C:15]([C:18]2[C:19]([C:24]#[N:25])=[CH:20][CH:21]=[CH:22][CH:23]=2)=[CH:14][CH:13]=1)[CH2:2][CH2:3][CH3:4]. The yield is 0.820. (3) The reactants are [CH2:1]([N:3]1[C:7]([C:8]([OH:10])=O)=[CH:6][C:5]([CH3:11])=[N:4]1)[CH3:2].O1CCCC1.C(Cl)(=O)C(Cl)=O.[NH2:23][C:24]1[CH:25]=[C:26]([CH:43]=[CH:44][C:45]=1[CH3:46])[O:27][C:28]1[CH:29]=[CH:30][C:31]2[N:32]([CH:34]=[C:35]([NH:37][C:38]([CH:40]3[CH2:42][CH2:41]3)=[O:39])[N:36]=2)[N:33]=1. The catalyst is CN(C)C=O.CN(C)C(=O)C. The product is [CH:40]1([C:38]([NH:37][C:35]2[N:36]=[C:31]3[CH:30]=[CH:29][C:28]([O:27][C:26]4[CH:43]=[CH:44][C:45]([CH3:46])=[C:24]([NH:23][C:8]([C:7]5[N:3]([CH2:1][CH3:2])[N:4]=[C:5]([CH3:11])[CH:6]=5)=[O:10])[CH:25]=4)=[N:33][N:32]3[CH:34]=2)=[O:39])[CH2:41][CH2:42]1. The yield is 0.750. (4) The reactants are [C:1]([C:5]1[CH:6]=[CH:7][C:8]2[O:12][C:11]3([OH:21])[C:13]4[C:18]([C:19](=[O:20])[C:10]3([OH:22])[C:9]=2[CH:23]=1)=[CH:17][CH:16]=[CH:15][CH:14]=4)([CH3:4])([CH3:3])[CH3:2].[C:24]([OH:27])(=O)[CH3:25].N1C=CC=CC=1.C1C[O:37][CH2:36][CH2:35]1. No catalyst specified. The product is [C:36]([O:12][C:8]1[CH:7]=[CH:6][C:5]([C:1]([CH3:2])([CH3:3])[CH3:4])=[CH:23][C:9]=1[C:10]1([O:22][C:24](=[O:27])[CH3:25])[C:19](=[O:20])[C:18]2[C:13](=[CH:14][CH:15]=[CH:16][CH:17]=2)[C:11]1=[O:21])(=[O:37])[CH3:35]. The yield is 0.360. (5) The reactants are [CH:1]1[C:2]([C:10]([O:12][CH3:13])=[O:11])=[CH:3][N:4]2[C:9]=1[CH2:8][CH2:7][CH2:6][CH2:5]2.I[CH2:15][C:16]#[N:17].OO. The catalyst is O.O.O.O.O.O.O.S([O-])([O-])(=O)=O.[Fe+2].CS(C)=O. The product is [C:16]([CH2:15][C:3]1[N:4]2[C:9]([CH2:8][CH2:7][CH2:6][CH2:5]2)=[CH:1][C:2]=1[C:10]([O:12][CH3:13])=[O:11])#[N:17]. The yield is 0.780. (6) The reactants are Cl[C:2]1[CH:7]=[C:6]([O:8][CH2:9][CH2:10][CH2:11][CH:12]2[CH2:17][CH2:16][N:15]([CH3:18])[CH2:14][CH2:13]2)[N:5]=[CH:4][C:3]=1[C:19]1[NH:23]C2C=CC(F)=C(C)C=2N=1.[CH3:30][O-:31].[Na+]. The yield is 1.00. The product is [CH3:30][O:31][C:2]1[C:3]([C:19]#[N:23])=[CH:4][N:5]=[C:6]([O:8][CH2:9][CH2:10][CH2:11][CH:12]2[CH2:17][CH2:16][N:15]([CH3:18])[CH2:14][CH2:13]2)[CH:7]=1. The catalyst is CO.